This data is from Full USPTO retrosynthesis dataset with 1.9M reactions from patents (1976-2016). The task is: Predict the reactants needed to synthesize the given product. The reactants are: [CH3:1][C:2]1[N:6]=[C:5]([CH3:7])[S:4][C:3]=1/[CH:8]=[CH:9]/[C:10](N(C)C)=O.[N:15]1([C:20]2[CH:25]=[CH:24][C:23]([NH:26][C:27]([NH2:29])=[NH:28])=[CH:22][CH:21]=2)[CH2:19][CH2:18][CH2:17][CH2:16]1. Given the product [CH3:7][C:5]1[S:4][C:3]([C:8]2[CH:9]=[CH:10][N:29]=[C:27]([NH:26][C:23]3[CH:22]=[CH:21][C:20]([N:15]4[CH2:19][CH2:18][CH2:17][CH2:16]4)=[CH:25][CH:24]=3)[N:28]=2)=[C:2]([CH3:1])[N:6]=1, predict the reactants needed to synthesize it.